This data is from Reaction yield outcomes from USPTO patents with 853,638 reactions. The task is: Predict the reaction yield, written as a fraction of the theoretical maximum amount of product (1.0 means a 100% yield; for example, 0.34 means a 34% yield). (1) The reactants are [C:1]1([CH:7]2[S:12][CH2:11][CH2:10][CH2:9][S:8]2)[CH:6]=[CH:5][CH:4]=[CH:3][CH:2]=1.[CH2:13]([Li])[CH2:14][CH2:15][CH3:16].[CH2:18]1[CH2:22][O:21][CH2:20][CH2:19]1. No catalyst specified. The product is [C:18]1([CH2:19][CH:20]([C:7]2([C:1]3[CH:2]=[CH:3][CH:4]=[CH:5][CH:6]=3)[S:8][CH2:9][CH2:10][CH2:11][S:12]2)[OH:21])[CH:22]=[CH:16][CH:15]=[CH:14][CH:13]=1. The yield is 0.710. (2) The reactants are C(N(CC)CC)C.[CH:8]([C:10]1[C:18]2[C:13](=[CH:14][CH:15]=[CH:16][CH:17]=2)[N:12](C(OC(C)(C)C)=O)[CH:11]=1)=[O:9].[O:26]1[CH:30]=[CH:29][CH:28]=[C:27]1[CH:31]=[N:32][C:33]1[CH:38]=[CH:37][CH:36]=[C:35]([O:39][CH3:40])[CH:34]=1. The catalyst is [Cl-].C([N+]1C(C)=C(CCO)SC=1)C1C=CC=CC=1.C(O)C. The product is [O:26]1[CH:30]=[CH:29][CH:28]=[C:27]1[CH:31]([NH:32][C:33]1[CH:38]=[CH:37][CH:36]=[C:35]([O:39][CH3:40])[CH:34]=1)[C:8]([C:10]1[C:18]2[C:13](=[CH:14][CH:15]=[CH:16][CH:17]=2)[NH:12][CH:11]=1)=[O:9]. The yield is 0.190. (3) The reactants are [NH2:1][C:2]1[CH:14]=[CH:13][C:5]([CH2:6][P:7](=[O:12])([O:10][CH3:11])[O:8][CH3:9])=[CH:4][CH:3]=1.[F:15][C:16]1[CH:21]=[CH:20][C:19]([C:22]2[N:26]([CH3:27])[N:25]=[CH:24][C:23]=2/[CH:28]=[CH:29]/[C:30](O)=[O:31])=[CH:18][CH:17]=1.O.ON1C2C=CC=CC=2N=N1.Cl.C(N=C=NCCCN(C)C)C.Cl. No catalyst specified. The product is [CH3:11][O:10][P:7]([CH2:6][C:5]1[CH:13]=[CH:14][C:2]([NH:1][C:30](=[O:31])/[CH:29]=[CH:28]/[C:23]2[CH:24]=[N:25][N:26]([CH3:27])[C:22]=2[C:19]2[CH:20]=[CH:21][C:16]([F:15])=[CH:17][CH:18]=2)=[CH:3][CH:4]=1)([O:8][CH3:9])=[O:12]. The yield is 0.650. (4) The product is [CH2:1]([N:8]1[C:16]2[C:11](=[CH:12][C:13]([C:17]([OH:26])([C:22]([F:25])([F:23])[F:24])[C:18]([F:19])([F:20])[F:21])=[CH:14][CH:15]=2)[CH:10]=[C:9]1[CH:27]=[O:28])[C:2]1[CH:3]=[CH:4][CH:5]=[CH:6][CH:7]=1. The catalyst is C1(C)C=CC=CC=1.O=[Mn]=O. The reactants are [CH2:1]([N:8]1[C:16]2[C:11](=[CH:12][C:13]([C:17]([OH:26])([C:22]([F:25])([F:24])[F:23])[C:18]([F:21])([F:20])[F:19])=[CH:14][CH:15]=2)[CH:10]=[C:9]1[CH2:27][OH:28])[C:2]1[CH:7]=[CH:6][CH:5]=[CH:4][CH:3]=1. The yield is 0.330. (5) The reactants are [C:1]([O:5]O)(C)([CH3:3])[CH3:2].[CH3:7][C:8]([CH3:28])([CH3:27])[C:9]([O:11][CH2:12][C:13]1[NH:22][C:21](=[O:23])[C:20]2[C:15](=[CH:16][C:17]3CCC[C:18]=3[CH:19]=2)[N:14]=1)=[O:10]. The catalyst is C(Cl)Cl. The product is [CH3:7][C:8]([CH3:28])([CH3:27])[C:9]([O:11][CH2:12][C:13]1[NH:22][C:21](=[O:23])[C:20]2[C:15](=[CH:16][C:17]3[CH2:18][CH2:3][C:1](=[O:5])[C:2]=3[CH:19]=2)[N:14]=1)=[O:10]. The yield is 0.450. (6) The product is [C:13]1([CH:11]([N:10]2[C:4]3[C:5](=[N:6][CH:7]=[C:2]([C:47]4[CH:46]=[CH:45][CH:50]=[C:31]5[C:30]=4[CH:29]=[CH:28][CH:33]=[N:32]5)[CH:3]=3)[NH:8][C:9]2=[O:19])[CH3:12])[CH:14]=[CH:15][CH:16]=[CH:17][CH:18]=1. The yield is 0.360. The catalyst is O1CCCC1. The reactants are Br[C:2]1[CH:3]=[C:4]2[N:10]([CH:11]([C:13]3[CH:18]=[CH:17][CH:16]=[CH:15][CH:14]=3)[CH3:12])[C:9](=[O:19])[N:8](C(OC(C)(C)C)=O)[C:5]2=[N:6][CH:7]=1.Br[C:28]1[CH:29]=[C:30]2NC(=O)N(C(OCCCC)=O)[C:31]2=[N:32][CH:33]=1.[C:45]1(C(O)C)[CH:50]=CC=[CH:47][CH:46]=1.C1(P(C2C=CC=CC=2)C2C=CC=CC=2)C=CC=CC=1.N(C(OC(C)C)=O)=NC(OC(C)C)=O.